From a dataset of Full USPTO retrosynthesis dataset with 1.9M reactions from patents (1976-2016). Predict the reactants needed to synthesize the given product. (1) The reactants are: [I:1][CH:2]([CH3:4])[CH3:3].[N:5]1([C:10]2[C:15]3[O:16][C:17]4[C:22]([C:14]=3[CH:13]=[CH:12][CH:11]=2)=[CH:21][CH:20]=[C:19]([CH3:23])[N:18]=4)[CH:9]=[CH:8][N:7]=[CH:6]1. Given the product [I-:1].[CH:2]([N+:7]1[CH:8]=[CH:9][N:5]([C:10]2[C:15]3[O:16][C:17]4[C:22]([C:14]=3[CH:13]=[CH:12][CH:11]=2)=[CH:21][CH:20]=[C:19]([CH3:23])[N:18]=4)[CH:6]=1)([CH3:4])[CH3:3], predict the reactants needed to synthesize it. (2) Given the product [Cl:8][C:4]1[N:3]=[C:2]([N:27]2[CH2:18][CH2:16][CH:17]([OH:9])[CH2:25][CH2:26]2)[CH:7]=[N:6][CH:5]=1, predict the reactants needed to synthesize it. The reactants are: Cl[C:2]1[CH:7]=[N:6][CH:5]=[C:4]([Cl:8])[N:3]=1.[OH:9]N1CCNCC1.[CH:16](N(CC)C(C)C)([CH3:18])[CH3:17].[CH3:25][C:26]#[N:27]. (3) Given the product [CH2:1]([O:3][C:4]([CH:6]1[CH2:11][N:10]([CH3:22])[CH2:9][CH2:8][N:7]1[S:12]([C:15]1[CH:16]=[CH:17][C:18]([F:21])=[CH:19][CH:20]=1)(=[O:13])=[O:14])=[O:5])[CH3:2], predict the reactants needed to synthesize it. The reactants are: [CH2:1]([O:3][C:4]([CH:6]1[CH2:11][NH:10][CH2:9][CH2:8][N:7]1[S:12]([C:15]1[CH:20]=[CH:19][C:18]([F:21])=[CH:17][CH:16]=1)(=[O:14])=[O:13])=[O:5])[CH3:2].[C:22](=O)([O-])[O-].[K+].[K+].IC. (4) The reactants are: [Cl:1][C:2]1[N:7]=[C:6]([NH:8][NH:9][C:10](=[O:29])[C@H:11]([CH2:23][CH:24]2[CH2:28][CH2:27][CH2:26][CH2:25]2)[CH2:12][N:13]([O:16]C2CCCCO2)[CH:14]=[O:15])[C:5]([F:30])=[C:4]([N:31]2[CH2:34][C:33]([CH3:40])([N:35]3[CH2:39][CH2:38][CH2:37][CH2:36]3)[CH2:32]2)[N:3]=1.CC(O)=O. Given the product [Cl:1][C:2]1[N:7]=[C:6]([NH:8][NH:9][C:10](=[O:29])[C@H:11]([CH2:23][CH:24]2[CH2:28][CH2:27][CH2:26][CH2:25]2)[CH2:12][N:13]([OH:16])[CH:14]=[O:15])[C:5]([F:30])=[C:4]([N:31]2[CH2:32][C:33]([CH3:40])([N:35]3[CH2:36][CH2:37][CH2:38][CH2:39]3)[CH2:34]2)[N:3]=1, predict the reactants needed to synthesize it. (5) Given the product [Cl:47][C:44]1[CH:45]=[C:46]2[NH:4][C:5](=[O:48])[C:6]3([CH:11]([C:12]4[CH:17]=[C:16]([Cl:18])[CH:15]=[CH:14][C:13]=4[O:19][C:20]([CH2:30][CH3:31])([C:23]([NH:25][S:26]([CH3:29])(=[O:28])=[O:27])=[O:24])[CH2:21][CH3:22])[CH2:10][C:9](=[O:32])[NH:8][CH:7]3[C:33]3[CH:38]=[C:37]([Cl:39])[CH:36]=[CH:35][C:34]=3[CH3:40])[C:41]2=[CH:42][CH:43]=1, predict the reactants needed to synthesize it. The reactants are: C([N:4]1[C:46]2[C:41](=[CH:42][CH:43]=[C:44]([Cl:47])[CH:45]=2)[C:6]2([CH:11]([C:12]3[CH:17]=[C:16]([Cl:18])[CH:15]=[CH:14][C:13]=3[O:19][C:20]([CH2:30][CH3:31])([C:23]([NH:25][S:26]([CH3:29])(=[O:28])=[O:27])=[O:24])[CH2:21][CH3:22])[CH2:10][C:9](=[O:32])[NH:8][CH:7]2[C:33]2[CH:38]=[C:37]([Cl:39])[CH:36]=[CH:35][C:34]=2[CH3:40])[C:5]1=[O:48])(=O)C.[OH-].[Na+].O. (6) Given the product [CH3:25][O:19][C:18](=[O:20])[C@H:16]([CH3:17])[NH:15][C:13]1[C:12]2[C:7]([CH:6]=[C:5]3[C:14]=1[CH:1]=[CH:2][CH:3]=[CH:4]3)=[CH:8][CH:9]=[CH:10][CH:11]=2, predict the reactants needed to synthesize it. The reactants are: [CH:1]1[C:14]2[C:5](=[CH:6][C:7]3[C:12]([C:13]=2[NH:15][C@H:16]([C:18]([OH:20])=[O:19])[CH3:17])=[CH:11][CH:10]=[CH:9][CH:8]=3)[CH:4]=[CH:3][CH:2]=1.S(Cl)(Cl)=O.[CH3:25]O. (7) The reactants are: ClC1N=C(N2C=CC(C(F)(F)F)=N2)C(C2C=C(C(OCC)=O)C=NC=2)=CN=1.Cl[C:29]1[N:34]=[C:33]([N:35]2[C:39]([CH3:40])=[CH:38][C:37]([C:41]([F:44])([F:43])[F:42])=[N:36]2)[C:32]([C:45]2[CH:46]=[C:47]([C:51]([O:53][CH2:54][CH3:55])=[O:52])[CH:48]=[N:49][CH:50]=2)=[CH:31][N:30]=1.[NH2:56][C:57]1[CH:58]=[C:59]([CH:62]=[C:63]([O:65][CH3:66])[CH:64]=1)[C:60]#[N:61].C1(P(C2CCCCC2)C2C=CC=CC=2C2C(C(C)C)=CC(C(C)C)=CC=2C(C)C)CCCCC1.C(=O)([O-])[O-].[Na+].[Na+]. Given the product [C:60]([C:59]1[CH:58]=[C:57]([NH:56][C:29]2[N:34]=[C:33]([N:35]3[C:39]([CH3:40])=[CH:38][C:37]([C:41]([F:42])([F:43])[F:44])=[N:36]3)[C:32]([C:45]3[CH:46]=[C:47]([C:51]([O:53][CH2:54][CH3:55])=[O:52])[CH:48]=[N:49][CH:50]=3)=[CH:31][N:30]=2)[CH:64]=[C:63]([O:65][CH3:66])[CH:62]=1)#[N:61], predict the reactants needed to synthesize it. (8) Given the product [CH3:1][C:2]1[CH:3]=[C:4]2[C:5](=[CH:6][CH:7]=1)[N:8]=[CH:12][CH:10]=[N:9]2, predict the reactants needed to synthesize it. The reactants are: [CH3:1][C:2]1[CH:7]=[CH:6][C:5]([NH2:8])=[C:4]([NH2:9])[CH:3]=1.[CH:10]([CH:12]=O)=O.